This data is from Peptide-MHC class I binding affinity with 185,985 pairs from IEDB/IMGT. The task is: Regression. Given a peptide amino acid sequence and an MHC pseudo amino acid sequence, predict their binding affinity value. This is MHC class I binding data. (1) The peptide sequence is GLYNRHRGR. The MHC is HLA-A69:01 with pseudo-sequence HLA-A69:01. The binding affinity (normalized) is 0.0847. (2) The peptide sequence is GTAHSHLVL. The MHC is HLA-B15:17 with pseudo-sequence HLA-B15:17. The binding affinity (normalized) is 0.904.